This data is from Forward reaction prediction with 1.9M reactions from USPTO patents (1976-2016). The task is: Predict the product of the given reaction. (1) Given the reactants C(=O)([O-])[O-].[K+].[K+].[Br:7][C:8]1[CH:13]=[CH:12][CH:11]=[CH:10][C:9]=1[OH:14].F[C:16]1[CH:24]=[CH:23][C:22]([N+:25]([O-:27])=[O:26])=[CH:21][C:17]=1[C:18]([OH:20])=[O:19].C(OCC)(=O)C, predict the reaction product. The product is: [Br:7][C:8]1[CH:13]=[CH:12][CH:11]=[CH:10][C:9]=1[O:14][C:16]1[CH:24]=[CH:23][C:22]([N+:25]([O-:27])=[O:26])=[CH:21][C:17]=1[C:18]([OH:20])=[O:19]. (2) Given the reactants Br[C:2]1[N:7]=[CH:6][CH:5]=[CH:4][N:3]=1.CC1(C)C(C)(C)OB([C:16]2[CH:17]=[CH:18][C:19]([NH2:22])=[N:20][CH:21]=2)O1.C(=O)([O-])[O-].[Na+].[Na+], predict the reaction product. The product is: [N:3]1[CH:4]=[CH:5][CH:6]=[N:7][C:2]=1[C:16]1[CH:17]=[CH:18][C:19]([NH2:22])=[N:20][CH:21]=1. (3) Given the reactants [CH:1]1([CH2:6][CH:7]([C:11]2[CH:16]=[CH:15][C:14]([Cl:17])=[C:13]([Cl:18])[CH:12]=2)[C:8]([OH:10])=O)[CH2:5][CH2:4][CH2:3][CH2:2]1.C(Cl)(=O)C(Cl)=O.[CH2:25]([O:32][C:33]1[CH:34]=[CH:35][C:36]([NH2:39])=[N:37][CH:38]=1)[C:26]1[CH:31]=[CH:30][CH:29]=[CH:28][CH:27]=1.C(N(C(C)C)CC)(C)C, predict the reaction product. The product is: [CH2:25]([O:32][C:33]1[CH:34]=[CH:35][C:36]([NH:39][C:8](=[O:10])[CH:7]([C:11]2[CH:16]=[CH:15][C:14]([Cl:17])=[C:13]([Cl:18])[CH:12]=2)[CH2:6][CH:1]2[CH2:2][CH2:3][CH2:4][CH2:5]2)=[N:37][CH:38]=1)[C:26]1[CH:27]=[CH:28][CH:29]=[CH:30][CH:31]=1. (4) Given the reactants [CH3:1][N:2]1[CH:6]=[CH:5][N:4]=[C:3]1[C:7]1[CH:8]=[C:9]2[C:14](=[C:15]([O:17]COCC[Si](C)(C)C)[CH:16]=1)[N:13]=[CH:12][N:11](COCC[Si](C)(C)C)[C:10]2=[O:34].C(O)=O, predict the reaction product. The product is: [OH:17][C:15]1[CH:16]=[C:7]([C:3]2[N:2]([CH3:1])[CH:6]=[CH:5][N:4]=2)[CH:8]=[C:9]2[C:14]=1[N:13]=[CH:12][NH:11][C:10]2=[O:34]. (5) Given the reactants [CH2:1]([O:8][C:9]1[CH:14]=[CH:13][C:12]([C:15]2[CH:19]=[C:18]([CH2:20]Cl)[O:17][N:16]=2)=[CH:11][CH:10]=1)[C:2]1[CH:7]=[CH:6][CH:5]=[CH:4][CH:3]=1.[N-:22]=[N+:23]=[N-:24].[Na+], predict the reaction product. The product is: [N:22]([CH2:20][C:18]1[O:17][N:16]=[C:15]([C:12]2[CH:13]=[CH:14][C:9]([O:8][CH2:1][C:2]3[CH:7]=[CH:6][CH:5]=[CH:4][CH:3]=3)=[CH:10][CH:11]=2)[CH:19]=1)=[N+:23]=[N-:24]. (6) Given the reactants [N+:1]([C:4]1[CH:25]=[CH:24][C:7]([CH2:8][O:9][C:10](=[O:23])[C@H:11]([CH:20]([CH3:22])[CH3:21])[NH:12]C(OC(C)(C)C)=O)=[CH:6][CH:5]=1)([O-:3])=[O:2].[ClH:26], predict the reaction product. The product is: [ClH:26].[N+:1]([C:4]1[CH:5]=[CH:6][C:7]([CH2:8][O:9][C:10](=[O:23])[C@H:11]([CH:20]([CH3:21])[CH3:22])[NH2:12])=[CH:24][CH:25]=1)([O-:3])=[O:2]. (7) Given the reactants [OH-:1].[K+].[Cl-].[CH2:4]([N+:11]1([CH3:17])[CH2:16][CH2:15][CH2:14][CH2:13][CH2:12]1)[C:5]1[CH:10]=[CH:9][CH:8]=[CH:7][CH:6]=1, predict the reaction product. The product is: [OH-:1].[CH2:4]([N+:11]1([CH3:17])[CH2:16][CH2:15][CH2:14][CH2:13][CH2:12]1)[C:5]1[CH:10]=[CH:9][CH:8]=[CH:7][CH:6]=1.